The task is: Predict the reactants needed to synthesize the given product.. This data is from Full USPTO retrosynthesis dataset with 1.9M reactions from patents (1976-2016). (1) The reactants are: Cl[C:2]1[C:11]2[C:6](=[CH:7][CH:8]=[CH:9][CH:10]=2)[C:5]([N:12]2[CH2:17][CH2:16][NH:15][C:14]([CH3:19])([CH3:18])[CH2:13]2)=[N:4][N:3]=1.C(N(CC)CC)C.C(Cl)(=O)[C:28]1[CH:33]=[CH:32][CH:31]=[CH:30][CH:29]=1. Given the product [CH3:18][C:14]1([CH3:19])[NH:15][CH2:16][CH2:17][N:12]([C:5]2[C:6]3[C:11](=[CH:10][CH:9]=[CH:8][CH:7]=3)[C:2]([C:28]3[CH:33]=[CH:32][CH:31]=[CH:30][CH:29]=3)=[N:3][N:4]=2)[CH2:13]1, predict the reactants needed to synthesize it. (2) Given the product [CH2:1]([O:3][C:4](=[O:24])[CH2:5][C:6]1[CH:11]=[CH:10][C:9]([O:12][CH3:13])=[C:8]([O:14][C:15]2[CH:20]=[CH:19][C:18]([Br:21])=[CH:17][C:16]=2[CH2:22][NH:34][C@@H:27]2[C:28]3[C:33](=[CH:32][CH:31]=[CH:30][CH:29]=3)[CH2:25][C@@H:26]2[OH:35])[CH:7]=1)[CH3:2], predict the reactants needed to synthesize it. The reactants are: [CH2:1]([O:3][C:4](=[O:24])[CH2:5][C:6]1[CH:11]=[CH:10][C:9]([O:12][CH3:13])=[C:8]([O:14][C:15]2[CH:20]=[CH:19][C:18]([Br:21])=[CH:17][C:16]=2[CH:22]=O)[CH:7]=1)[CH3:2].[CH2:25]1[C:33]2[C:28](=[CH:29][CH:30]=[CH:31][CH:32]=2)[C@@H:27]([NH2:34])[C@H:26]1[OH:35]. (3) Given the product [F:33][C:30]1[CH:29]=[CH:28][C:27]([C:25]2[N:24]=[C:23]([N:34]3[CH2:38][CH2:37][CH2:36][C@H:35]3[CH3:39])[N:22]=[C:21]([N:18]3[CH2:19][CH2:20][N:15]([C:11]4[N:10]=[CH:9][C:8]([CH2:7][C:6]([OH:41])=[O:5])=[CH:13][C:12]=4[CH3:14])[CH2:16][C@H:17]3[CH3:40])[CH:26]=2)=[CH:32][CH:31]=1, predict the reactants needed to synthesize it. The reactants are: C([O:5][C:6](=[O:41])[CH2:7][C:8]1[CH:9]=[N:10][C:11]([N:15]2[CH2:20][CH2:19][N:18]([C:21]3[CH:26]=[C:25]([C:27]4[CH:32]=[CH:31][C:30]([F:33])=[CH:29][CH:28]=4)[N:24]=[C:23]([N:34]4[CH2:38][CH2:37][CH2:36][C@H:35]4[CH3:39])[N:22]=3)[C@H:17]([CH3:40])[CH2:16]2)=[C:12]([CH3:14])[CH:13]=1)(C)(C)C.C(O)(C(F)(F)F)=O. (4) Given the product [NH2:1][C:4]1[CH:5]=[C:6]([C:10]2[CH:11]=[C:12]3[C:16](=[CH:17][CH:18]=2)[CH2:15][CH:14]([NH:19][S:20]([CH:23]([CH3:25])[CH3:24])(=[O:22])=[O:21])[CH2:13]3)[CH:7]=[CH:8][CH:9]=1, predict the reactants needed to synthesize it. The reactants are: [N+:1]([C:4]1[CH:5]=[C:6]([C:10]2[CH:11]=[C:12]3[C:16](=[CH:17][CH:18]=2)[CH2:15][CH:14]([NH:19][S:20]([CH:23]([CH3:25])[CH3:24])(=[O:22])=[O:21])[CH2:13]3)[CH:7]=[CH:8][CH:9]=1)([O-])=O. (5) Given the product [C:10]([N:13]1[C:21]2[C:16](=[CH:17][CH:18]=[C:19]([Cl:22])[CH:20]=2)[C:15](=[C:23]([O:31][CH3:6])[C:24]2[CH:29]=[CH:28][CH:27]=[C:26]([I:30])[CH:25]=2)[C:14]1=[O:32])(=[O:12])[CH3:11], predict the reactants needed to synthesize it. The reactants are: F[B-](F)(F)F.[CH3:6][O+](C)C.[C:10]([N:13]1[C:21]2[C:16](=[CH:17][CH:18]=[C:19]([Cl:22])[CH:20]=2)[C:15](=[C:23]([OH:31])[C:24]2[CH:29]=[CH:28][CH:27]=[C:26]([I:30])[CH:25]=2)[C:14]1=[O:32])(=[O:12])[CH3:11].C(N(C(C)C)C(C)C)C. (6) Given the product [Cl:23][C:24]1[CH:29]=[CH:28][C:27]([CH2:30][C:31]([NH:8][CH2:1][CH2:2][CH2:3][CH2:4][CH2:5][CH2:6][CH3:7])=[O:32])=[CH:26][CH:25]=1, predict the reactants needed to synthesize it. The reactants are: [CH2:1]([NH2:8])[CH2:2][CH2:3][CH2:4][CH2:5][CH2:6][CH3:7].C(N(C(C)C)C(C)C)C1C=CC=CC=1.[Cl:23][C:24]1[CH:29]=[CH:28][C:27]([CH2:30][C:31](Cl)=[O:32])=[CH:26][CH:25]=1.